This data is from Full USPTO retrosynthesis dataset with 1.9M reactions from patents (1976-2016). The task is: Predict the reactants needed to synthesize the given product. (1) Given the product [CH3:40][O:41][C:42]([N:11]1[C:12]2[C:17](=[CH:16][C:15]([O:19][CH:20]3[CH2:25][CH2:24][N:23]([CH:26]([CH3:27])[CH3:28])[CH2:22][CH2:21]3)=[CH:14][CH:13]=2)[CH:18]=[C:10]1[C:8]([N:5]1[CH2:6][CH2:7][C:2]([F:1])([F:29])[CH2:3][CH2:4]1)=[O:9])=[O:43], predict the reactants needed to synthesize it. The reactants are: [F:1][C:2]1([F:29])[CH2:7][CH2:6][N:5]([C:8]([C:10]2[NH:11][C:12]3[C:17]([CH:18]=2)=[CH:16][C:15]([O:19][CH:20]2[CH2:25][CH2:24][N:23]([CH:26]([CH3:28])[CH3:27])[CH2:22][CH2:21]2)=[CH:14][CH:13]=3)=[O:9])[CH2:4][CH2:3]1.C[Si]([N-][Si](C)(C)C)(C)C.[Li+].[CH3:40][O:41][C:42](Cl)=[O:43]. (2) Given the product [O:25]=[C:26]([OH:37])[C@@H:27]([C@H:29]([C@@H:31]([C@@H:33]([CH2:35][OH:36])[OH:34])[OH:32])[OH:30])[OH:28].[F:1][C:2]1[CH:3]=[C:4]2[C:23](=[O:24])[NH:22][CH2:21][CH2:20][C:6]3=[C:7]([C:11]4[CH:12]=[CH:13][C:14]([CH2:17][NH:18][CH3:19])=[CH:15][CH:16]=4)[NH:8][C:9]([CH:10]=1)=[C:5]23, predict the reactants needed to synthesize it. The reactants are: [F:1][C:2]1[CH:3]=[C:4]2[C:23](=[O:24])[NH:22][CH2:21][CH2:20][C:6]3=[C:7]([C:11]4[CH:16]=[CH:15][C:14]([CH2:17][NH:18][CH3:19])=[CH:13][CH:12]=4)[NH:8][C:9]([CH:10]=1)=[C:5]23.[O:25]=[C:26]([OH:37])[C@@H:27]([C@H:29]([C@@H:31]([C@@H:33]([CH2:35][OH:36])[OH:34])[OH:32])[OH:30])[OH:28]. (3) Given the product [CH3:1][O:2][CH2:3][CH2:4][CH2:5][C:6]1([CH2:12][OH:13])[CH2:11][CH2:10][CH2:9][CH2:8][CH2:7]1, predict the reactants needed to synthesize it. The reactants are: [CH3:1][O:2][CH2:3][CH2:4][CH2:5][C:6]1([C:12](OC)=[O:13])[CH2:11][CH2:10][CH2:9][CH2:8][CH2:7]1.[OH-].[Na+].